This data is from Full USPTO retrosynthesis dataset with 1.9M reactions from patents (1976-2016). The task is: Predict the reactants needed to synthesize the given product. Given the product [Br:36][C:37]1[CH:42]=[CH:41][C:40]([O:1][C@H:2]2[CH2:7][CH2:6][C@H:5]([N:8]3[C:13](=[O:14])[C:12]([CH2:15][C:16]4[CH:21]=[CH:20][C:19]([C:22]5[C:23]([C:28]#[N:29])=[CH:24][CH:25]=[CH:26][CH:27]=5)=[CH:18][CH:17]=4)=[C:11]([CH2:30][CH2:31][CH3:32])[N:10]4[N:33]=[CH:34][N:35]=[C:9]34)[CH2:4][CH2:3]2)=[CH:39][CH:38]=1, predict the reactants needed to synthesize it. The reactants are: [OH:1][C@@H:2]1[CH2:7][CH2:6][C@H:5]([N:8]2[C:13](=[O:14])[C:12]([CH2:15][C:16]3[CH:21]=[CH:20][C:19]([C:22]4[C:23]([C:28]#[N:29])=[CH:24][CH:25]=[CH:26][CH:27]=4)=[CH:18][CH:17]=3)=[C:11]([CH2:30][CH2:31][CH3:32])[N:10]3[N:33]=[CH:34][N:35]=[C:9]23)[CH2:4][CH2:3]1.[Br:36][C:37]1[CH:42]=[CH:41][C:40](O)=[CH:39][CH:38]=1.C1(P(C2C=CC=CC=2)C2C=CC=CC=2)C=CC=CC=1.N(C(OC(C)C)=O)=NC(OC(C)C)=O.Cl.